Dataset: Forward reaction prediction with 1.9M reactions from USPTO patents (1976-2016). Task: Predict the product of the given reaction. (1) Given the reactants [Br:1]Br.[C:3]([C:7]1[S:15][C:14]2[C:13]([OH:16])=[N:12][C:11]([C:17]3[CH:22]=[CH:21][N:20]=[CH:19][CH:18]=3)=[N:10][C:9]=2[CH:8]=1)([CH3:6])([CH3:5])[CH3:4], predict the reaction product. The product is: [Br:1][C:8]1[C:9]2[N:10]=[C:11]([C:17]3[CH:18]=[CH:19][N:20]=[CH:21][CH:22]=3)[N:12]=[C:13]([OH:16])[C:14]=2[S:15][C:7]=1[C:3]([CH3:6])([CH3:4])[CH3:5]. (2) Given the reactants [Cl:1][C:2]1[CH:7]=[CH:6][C:5]([C:8]2[N:12]([CH3:13])[C:11]3[C:14]([CH:21]4[O:25][CH2:24][CH2:23][O:22]4)=[C:15]([C:17]([O:19][CH3:20])=[O:18])[S:16][C:10]=3[C:9]=2[CH:26]2[CH2:31][CH2:30][CH2:29][CH2:28][CH2:27]2)=[CH:4][CH:3]=1.[H-].[Na+].BrC[C:36]([O:38][C:39]([CH3:42])([CH3:41])[CH3:40])=[O:37], predict the reaction product. The product is: [C:39]([O:38][C:36](=[O:37])[CH2:13][N:12]1[C:8]([C:5]2[CH:6]=[CH:7][C:2]([Cl:1])=[CH:3][CH:4]=2)=[C:9]([CH:26]2[CH2:31][CH2:30][CH2:29][CH2:28][CH2:27]2)[C:10]2[S:16][C:15]([C:17]([O:19][CH3:20])=[O:18])=[C:14]([CH:21]3[O:25][CH2:24][CH2:23][O:22]3)[C:11]1=2)([CH3:42])([CH3:41])[CH3:40].